Regression. Given a peptide amino acid sequence and an MHC pseudo amino acid sequence, predict their binding affinity value. This is MHC class I binding data. From a dataset of Peptide-MHC class I binding affinity with 185,985 pairs from IEDB/IMGT. (1) The peptide sequence is LTFLDCLYY. The MHC is HLA-B48:01 with pseudo-sequence HLA-B48:01. The binding affinity (normalized) is 0.0847. (2) The peptide sequence is FPAQPGLTSA. The MHC is HLA-B35:01 with pseudo-sequence HLA-B35:01. The binding affinity (normalized) is 0.637. (3) The binding affinity (normalized) is 0. The peptide sequence is AYISSEATTPV. The MHC is HLA-B18:01 with pseudo-sequence HLA-B18:01.